This data is from Forward reaction prediction with 1.9M reactions from USPTO patents (1976-2016). The task is: Predict the product of the given reaction. Given the reactants Cl[C:2]1[N:7]=[N:6][C:5]([C:8]([F:11])([F:10])[F:9])=[CH:4][CH:3]=1.[OH-:12].[Na+], predict the reaction product. The product is: [F:9][C:8]([F:11])([F:10])[C:5]1[N:6]=[N:7][C:2]([OH:12])=[CH:3][CH:4]=1.